Dataset: Reaction yield outcomes from USPTO patents with 853,638 reactions. Task: Predict the reaction yield, written as a fraction of the theoretical maximum amount of product (1.0 means a 100% yield; for example, 0.34 means a 34% yield). (1) The catalyst is O1CCOCC1.C1C=CC([PH+]([C]2[CH][CH][CH][CH]2)C2C=CC=CC=2)=CC=1.C1C=CC([PH+]([C]2[CH][CH][CH][CH]2)C2C=CC=CC=2)=CC=1.C(Cl)Cl.Cl[Pd]Cl.[Fe]. The yield is 0.830. The product is [F:8][C:7]1[CH:6]=[CH:5][C:4]([C:9]2[C:10]([C:15]#[N:16])=[CH:11][CH:12]=[CH:13][CH:14]=2)=[CH:3][C:2]=1[B:22]1[O:26][C:25]([CH3:28])([CH3:27])[C:24]([CH3:30])([CH3:29])[O:23]1. The reactants are Br[C:2]1[CH:3]=[C:4]([C:9]2[C:10]([C:15]#[N:16])=[CH:11][CH:12]=[CH:13][CH:14]=2)[CH:5]=[CH:6][C:7]=1[F:8].C([O-])(=O)C.[K+].[B:22]1([B:22]2[O:26][C:25]([CH3:28])([CH3:27])[C:24]([CH3:30])([CH3:29])[O:23]2)[O:26][C:25]([CH3:28])([CH3:27])[C:24]([CH3:30])([CH3:29])[O:23]1. (2) The reactants are Cl[C:2]1[CH:3]=[C:4]([NH:10][C:11]2[CH:16]=[CH:15][C:14]([CH:17]3[CH2:22][CH2:21][N:20]([CH2:23][CH3:24])[CH2:19][CH2:18]3)=[CH:13][N:12]=2)[C:5](=[O:9])[N:6]([CH3:8])[N:7]=1.[C:25]([O:28][CH2:29][C:30]1[C:35]([N:36]2[N:45]=[CH:44][C:43]3[C:38](=[C:39]([F:50])[CH:40]=[C:41]([C:46]([CH3:49])([CH3:48])[CH3:47])[CH:42]=3)[C:37]2=[O:51])=[CH:34][CH:33]=[CH:32][C:31]=1[B-](F)(F)F)(=[O:27])[CH3:26].[K+].CC(C1C=C(C(C)C)C(C2C=CC=CC=2P(C2CCCCC2)C2CCCCC2)=C(C(C)C)C=1)C.[O-]P([O-])([O-])=O.[K+].[K+].[K+]. The catalyst is C1C=CC(/C=C/C(/C=C/C2C=CC=CC=2)=O)=CC=1.C1C=CC(/C=C/C(/C=C/C2C=CC=CC=2)=O)=CC=1.[Pd].O.C(O)CCC. The product is [C:25]([O:28][CH2:29][C:30]1[C:31]([C:2]2[CH:3]=[C:4]([NH:10][C:11]3[CH:16]=[CH:15][C:14]([CH:17]4[CH2:22][CH2:21][N:20]([CH2:23][CH3:24])[CH2:19][CH2:18]4)=[CH:13][N:12]=3)[C:5](=[O:9])[N:6]([CH3:8])[N:7]=2)=[CH:32][CH:33]=[CH:34][C:35]=1[N:36]1[N:45]=[CH:44][C:43]2[C:38](=[C:39]([F:50])[CH:40]=[C:41]([C:46]([CH3:48])([CH3:47])[CH3:49])[CH:42]=2)[C:37]1=[O:51])(=[O:27])[CH3:26]. The yield is 0.620. (3) The reactants are C(O[B:5]1[O:9][C:8]([CH3:11])([CH3:10])[C:7]([CH3:13])([CH3:12])[O:6]1)(C)C.C([Li])CCC.[F:19][C:20]1[CH:25]=[C:24]([CH2:26][O:27][CH:28]([CH3:30])[CH3:29])[CH:23]=[C:22]([F:31])[CH:21]=1. No catalyst specified. The product is [F:19][C:20]1[CH:25]=[C:24]([CH2:26][O:27][CH:28]([CH3:29])[CH3:30])[CH:23]=[C:22]([F:31])[C:21]=1[B:5]1[O:6][C:7]([CH3:12])([CH3:13])[C:8]([CH3:10])([CH3:11])[O:9]1. The yield is 0.950. (4) The reactants are [CH3:1][C@:2]12[C@@:19]3([CH3:20])[C@@H:10]([C@:11]4([CH3:24])[C@@H:16]([CH2:17][CH2:18]3)[C:15]([CH3:22])([CH3:21])[C:14](=[O:23])[CH2:13][CH2:12]4)[CH2:9][CH2:8][C@@H:7]1[C@H:6]1[C@H:25]([C:28]([CH3:30])=[CH2:29])[CH2:26][CH2:27][C@:5]1([NH:31][C:32](=[O:38])[O:33][C:34]([CH3:37])([CH3:36])[CH3:35])[CH2:4][CH2:3]2.[F:39][C:40]([F:59])([F:58])[S:41](N(C1C=CC=CC=1)[S:41]([C:40]([F:59])([F:58])[F:39])(=[O:43])=[O:42])(=[O:43])=[O:42].C[Si]([N-][Si](C)(C)C)(C)C.[K+]. The catalyst is C1COCC1. The product is [F:39][C:40]([F:59])([F:58])[S:41]([O:23][C:14]1[C:15]([CH3:21])([CH3:22])[C@H:16]2[C@:11]([CH3:24])([CH2:12][CH:13]=1)[C@@H:10]1[C@:19]([CH3:20])([C@@:2]3([CH3:1])[C@H:7]([CH2:8][CH2:9]1)[C@H:6]1[C@H:25]([C:28]([CH3:30])=[CH2:29])[CH2:26][CH2:27][C@:5]1([NH:31][C:32]([O:33][C:34]([CH3:37])([CH3:36])[CH3:35])=[O:38])[CH2:4][CH2:3]3)[CH2:18][CH2:17]2)(=[O:43])=[O:42]. The yield is 0.599. (5) The reactants are [CH:1]([O:4][C:5]1[CH:10]=[CH:9][C:8]([C:11]2[N:15]=[C:14]([C:16]3[CH:29]=[CH:28][C:19]([O:20][C@H:21]([CH3:27])[C:22]([O:24]CC)=[O:23])=[CH:18][CH:17]=3)[O:13][N:12]=2)=[CH:7][C:6]=1[C:30]([F:33])([F:32])[F:31])([CH3:3])[CH3:2].[OH-].[Na+].O1CCCC1.CCOC(C)=O.CCCCCCC. The catalyst is C(O)C. The product is [CH:1]([O:4][C:5]1[CH:10]=[CH:9][C:8]([C:11]2[N:15]=[C:14]([C:16]3[CH:29]=[CH:28][C:19]([O:20][C@H:21]([CH3:27])[C:22]([OH:24])=[O:23])=[CH:18][CH:17]=3)[O:13][N:12]=2)=[CH:7][C:6]=1[C:30]([F:31])([F:32])[F:33])([CH3:2])[CH3:3]. The yield is 0.609.